Task: Predict which catalyst facilitates the given reaction.. Dataset: Catalyst prediction with 721,799 reactions and 888 catalyst types from USPTO (1) Reactant: [N:1]1[CH:6]=[CH:5][CH:4]=[CH:3][C:2]=1[N:7]1[CH2:12][CH2:11][NH:10][CH2:9][CH2:8]1.[F:13][C:14]([F:27])([F:26])[C:15]1[CH:20]=[CH:19][CH:18]=[CH:17][C:16]=1[NH:21][C:22](=[O:25])[CH2:23]Cl.C(=O)([O-])[O-].[Na+].[Na+]. Product: [N:1]1[CH:6]=[CH:5][CH:4]=[CH:3][C:2]=1[N:7]1[CH2:8][CH2:9][N:10]([CH2:23][C:22]([NH:21][C:16]2[CH:17]=[CH:18][CH:19]=[CH:20][C:15]=2[C:14]([F:13])([F:26])[F:27])=[O:25])[CH2:11][CH2:12]1. The catalyst class is: 35. (2) Reactant: [F:1][C:2]([F:13])([F:12])[C:3]1[CH:4]=[C:5]([CH:9]=[CH:10][CH:11]=1)[C:6](Cl)=[O:7].[NH2:14][C:15]1[CH:16]=[C:17]([CH:22]=[CH:23][CH:24]=1)[C:18]([O:20][CH3:21])=[O:19].C(N(CC)CC)C. Product: [F:1][C:2]([F:13])([F:12])[C:3]1[CH:4]=[C:5]([CH:9]=[CH:10][CH:11]=1)[C:6]([NH:14][C:15]1[CH:16]=[C:17]([CH:22]=[CH:23][CH:24]=1)[C:18]([O:20][CH3:21])=[O:19])=[O:7]. The catalyst class is: 4. (3) Reactant: [CH2:1]([O:8][C:9]([N:11]1[CH2:23][CH2:22][CH2:21][C:12]21[C:15](=[O:16])[N:14]([CH2:17][C:18](O)=[O:19])[CH2:13]2)=[O:10])[C:2]1[CH:7]=[CH:6][CH:5]=[CH:4][CH:3]=1.[NH2:24][C@@H:25]([C@H:29]([OH:31])[CH3:30])[C:26]([NH2:28])=[O:27].CCN(C(C)C)C(C)C.CN(C(ON1N=NC2C=CC=NC1=2)=[N+](C)C)C.F[P-](F)(F)(F)(F)F. Product: [NH2:28][C:26](=[O:27])[CH:25]([NH:24][C:18](=[O:19])[CH2:17][N:14]1[CH2:13][C:12]2([CH2:21][CH2:22][CH2:23][N:11]2[C:9]([O:8][CH2:1][C:2]2[CH:3]=[CH:4][CH:5]=[CH:6][CH:7]=2)=[O:10])[C:15]1=[O:16])[CH:29]([OH:31])[CH3:30]. The catalyst class is: 3. (4) The catalyst class is: 51. Product: [CH:11]1([N:8]2[C:6]3[N:7]=[C:2]([NH:17][CH:18]([C:22]4[CH:23]=[CH:24][C:25]([O:28][CH3:29])=[CH:26][CH:27]=4)[CH2:19][CH2:20][OH:21])[NH:3][C:4](=[O:16])[C:5]=3[CH:10]=[N:9]2)[CH2:15][CH2:14][CH2:13][CH2:12]1. Reactant: Cl[C:2]1[NH:3][C:4](=[O:16])[C:5]2[CH:10]=[N:9][N:8]([CH:11]3[CH2:15][CH2:14][CH2:13][CH2:12]3)[C:6]=2[N:7]=1.[NH2:17][CH:18]([C:22]1[CH:27]=[CH:26][C:25]([O:28][CH3:29])=[CH:24][CH:23]=1)[CH2:19][CH2:20][OH:21].CCN(C(C)C)C(C)C. (5) Reactant: [Br:1][C:2]1[CH:3]=[C:4]([N+:19]([O-:21])=O)[C:5]([CH:8]([C:14](OCC)=O)C(OCC)=O)=[N:6][CH:7]=1.F[C:23]1[CH:28]=[CH:27][CH:26]=[CH:25][CH:24]=1.C([O-])([O-])=O.[K+].[K+]. Product: [Br:1][C:2]1[CH:3]=[C:4]2[N:19]([O:21][C:23]3[CH:28]=[CH:27][CH:26]=[CH:25][CH:24]=3)[CH2:14][CH:8]=[C:5]2[NH:6][CH:7]=1. The catalyst class is: 3. (6) Reactant: CCN(C(C)C)C(C)C.[C:10]1([N:16]2[CH:20]=[C:19]([C:21]([OH:23])=O)[CH:18]=[N:17]2)[CH:15]=[CH:14][CH:13]=[CH:12][CH:11]=1.C1C=CC2N(O)N=NC=2C=1.CCN=C=NCCCN(C)C.Cl.[NH2:46][CH2:47][C:48]([N:50]1[CH2:55][CH2:54][CH:53]([O:56][C:57]2[CH:62]=[CH:61][CH:60]=[CH:59][C:58]=2[Cl:63])[CH2:52][CH2:51]1)=[O:49]. The catalyst class is: 18. Product: [Cl:63][C:58]1[CH:59]=[CH:60][CH:61]=[CH:62][C:57]=1[O:56][CH:53]1[CH2:52][CH2:51][N:50]([C:48](=[O:49])[CH2:47][NH:46][C:21]([C:19]2[CH:18]=[N:17][N:16]([C:10]3[CH:11]=[CH:12][CH:13]=[CH:14][CH:15]=3)[CH:20]=2)=[O:23])[CH2:55][CH2:54]1. (7) Reactant: [Cl:1][C:2]1[CH:10]=[CH:9][C:5]([C:6]([NH2:8])=[O:7])=[CH:4][C:3]=1[C:11]([F:14])([F:13])[F:12].C(Cl)(=O)[C:16](Cl)=[O:17]. Product: [Cl:1][C:2]1[CH:10]=[CH:9][C:5]([C:6]([N:8]=[C:16]=[O:17])=[O:7])=[CH:4][C:3]=1[C:11]([F:12])([F:13])[F:14]. The catalyst class is: 344. (8) Reactant: [Br:1][C:2]1[C:3]([O:19][CH3:20])=[C:4]([NH:12][C:13](=[O:18])[C:14]([CH3:17])([CH3:16])[CH3:15])[C:5]([C:10]#[N:11])=[C:6]([CH3:9])[C:7]=1I.[N+:21]([C:24]1[CH:25]=[C:26](B(O)O)[CH:27]=[CH:28][CH:29]=1)([O-:23])=[O:22].P([O-])([O-])([O-])=O.[K+].[K+].[K+]. Product: [Br:1][C:2]1[C:3]([O:19][CH3:20])=[C:4]([NH:12][C:13](=[O:18])[C:14]([CH3:17])([CH3:16])[CH3:15])[C:5]([C:10]#[N:11])=[C:6]([CH3:9])[C:7]=1[C:28]1[CH:27]=[CH:26][CH:25]=[C:24]([N+:21]([O-:23])=[O:22])[CH:29]=1. The catalyst class is: 535.